From a dataset of Reaction yield outcomes from USPTO patents with 853,638 reactions. Predict the reaction yield, written as a fraction of the theoretical maximum amount of product (1.0 means a 100% yield; for example, 0.34 means a 34% yield). (1) The reactants are [F:1][C:2]1[C:7]([CH:8]=[O:9])=[C:6]([F:10])[CH:5]=[CH:4][C:3]=1[NH:11][S:12]([CH2:15][CH2:16][CH3:17])(=[O:14])=[O:13].[BH4-].[Na+].P([O-])(O)(O)=O.[Na+]. The catalyst is CO. The product is [F:1][C:2]1[C:7]([CH2:8][OH:9])=[C:6]([F:10])[CH:5]=[CH:4][C:3]=1[NH:11][S:12]([CH2:15][CH2:16][CH3:17])(=[O:14])=[O:13]. The yield is 0.960. (2) The reactants are [F:1][C:2]([F:14])([F:13])[C:3]([C:9]([F:12])([F:11])[F:10])(O)[CH2:4][CH:5]=[CH:6]C.OS(O)(=O)=O. No catalyst specified. The product is [F:1][C:2]([F:13])([F:14])[C:3]([C:9]([F:10])([F:11])[F:12])=[CH:4][CH:5]=[CH2:6]. The yield is 0.455. (3) The reactants are [CH3:1][O:2][C:3]1[CH:12]=[CH:11][C:10]([NH2:13])=[C:9]2[C:4]=1[CH:5]=[CH:6][CH:7]=[N:8]2.[N+:14]([C:17]1[CH:22]=[C:21]([C:23]([F:26])([F:25])[F:24])[CH:20]=[CH:19][C:18]=1[S:27](Cl)(=[O:29])=[O:28])([O-:16])=[O:15].N1C=CC=CC=1. The catalyst is C(Cl)Cl. The product is [CH3:1][O:2][C:3]1[CH:12]=[CH:11][C:10]([NH:13][S:27]([C:18]2[CH:19]=[CH:20][C:21]([C:23]([F:25])([F:26])[F:24])=[CH:22][C:17]=2[N+:14]([O-:16])=[O:15])(=[O:28])=[O:29])=[C:9]2[C:4]=1[CH:5]=[CH:6][CH:7]=[N:8]2. The yield is 0.730. (4) The reactants are [NH2:1][C@@H:2]([C:6]1[CH:11]=[CH:10][C:9]([F:12])=[CH:8][CH:7]=1)[C:3]([OH:5])=[O:4].[CH:13](=O)[C:14]1[CH:19]=[CH:18][CH:17]=[CH:16][CH:15]=1.[OH-].[Na+:22]. The catalyst is [Pd]. The product is [Na+:22].[F:12][C:9]1[CH:10]=[CH:11][C:6]([C@H:2]([NH:1][CH2:13][C:14]2[CH:19]=[CH:18][CH:17]=[CH:16][CH:15]=2)[C:3]([O-:5])=[O:4])=[CH:7][CH:8]=1. The yield is 0.920.